Task: Predict which catalyst facilitates the given reaction.. Dataset: Catalyst prediction with 721,799 reactions and 888 catalyst types from USPTO Reactant: Cl[C:2]1[C:12]([C:13]#[N:14])=[CH:11][C:5]([C:6]([O:8][CH2:9][CH3:10])=[O:7])=[C:4]([N:15]([CH3:17])[CH3:16])[N:3]=1.[NH:18]1[CH2:21][CH:20]([C:22]([OH:24])=[O:23])[CH2:19]1. Product: [C:13]([C:12]1[C:2]([N:18]2[CH2:21][CH:20]([C:22]([OH:24])=[O:23])[CH2:19]2)=[N:3][C:4]([N:15]([CH3:17])[CH3:16])=[C:5]([C:6]([O:8][CH2:9][CH3:10])=[O:7])[CH:11]=1)#[N:14]. The catalyst class is: 40.